Predict the reactants needed to synthesize the given product. From a dataset of Full USPTO retrosynthesis dataset with 1.9M reactions from patents (1976-2016). (1) The reactants are: [CH3:1][C:2]1[N:6]=[C:5]([C:7]2[CH:18]=[CH:17][C:10]([CH2:11]OS(C)(=O)=O)=[CH:9][CH:8]=2)[O:4][N:3]=1.[F:19][C:20]1[C:25]([F:26])=[CH:24][CH:23]=[CH:22][C:21]=1[C:27]1[N:35]=[C:30]2[CH:31]=[N:32][NH:33][CH:34]=[C:29]2[N:28]=1. Given the product [F:19][C:20]1[C:25]([F:26])=[CH:24][CH:23]=[CH:22][C:21]=1[C:27]1[N:35]=[C:30]2[CH:31]=[N:32][N:33]([CH2:11][C:10]3[CH:17]=[CH:18][C:7]([C:5]4[O:4][N:3]=[C:2]([CH3:1])[N:6]=4)=[CH:8][CH:9]=3)[CH:34]=[C:29]2[N:28]=1, predict the reactants needed to synthesize it. (2) Given the product [F:1][C:2]1[CH:3]=[C:4]([CH3:13])[C:5]([O:11][CH3:12])=[C:6]([C:8](=[O:10])[CH3:9])[CH:7]=1, predict the reactants needed to synthesize it. The reactants are: [F:1][C:2]1[CH:3]=[C:4]([CH3:13])[C:5]([O:11][CH3:12])=[C:6]([CH:8]([OH:10])[CH3:9])[CH:7]=1.[Cr](Cl)([O-])(=O)=O.[NH+]1C=CC=CC=1.C(OCC)C. (3) Given the product [Cl:6][C:7]1[N:8]=[C:9]([C:24]2[CH:25]=[N:26][CH:27]=[C:28]([Cl:30])[CH:29]=2)[C:10]2[N:15]([CH2:16][C@H:17]3[CH2:18][CH2:19][C@H:20]([CH3:23])[CH2:21][CH2:22]3)[CH:14]=[C:13]([CH:34]=[O:35])[C:11]=2[N:12]=1, predict the reactants needed to synthesize it. The reactants are: O=P(Cl)(Cl)Cl.[Cl:6][C:7]1[N:8]=[C:9]([C:24]2[CH:25]=[N:26][CH:27]=[C:28]([Cl:30])[CH:29]=2)[C:10]2[N:15]([CH2:16][C@H:17]3[CH2:22][CH2:21][C@H:20]([CH3:23])[CH2:19][CH2:18]3)[CH:14]=[CH:13][C:11]=2[N:12]=1.CN([CH:34]=[O:35])C.